Dataset: Reaction yield outcomes from USPTO patents with 853,638 reactions. Task: Predict the reaction yield, written as a fraction of the theoretical maximum amount of product (1.0 means a 100% yield; for example, 0.34 means a 34% yield). (1) The reactants are [CH3:1][N:2]1[C:6]([CH3:7])=[C:5]([N:8]=O)[C:4]([C:10]2[CH:15]=[CH:14][CH:13]=[CH:12][CH:11]=2)=[N:3]1. The catalyst is CO.[OH-].[OH-].[Pd+2]. The product is [CH3:1][N:2]1[C:6]([CH3:7])=[C:5]([NH2:8])[C:4]([C:10]2[CH:15]=[CH:14][CH:13]=[CH:12][CH:11]=2)=[N:3]1. The yield is 1.00. (2) The reactants are Cl[C:2]1[CH:7]=[C:6]([NH:8][C:9]2[C:10]([C:24]([NH:26][CH3:27])=[O:25])=[N:11][C:12]([C:15]3[CH:16]=[N:17][N:18]([CH2:20][CH2:21][CH2:22][OH:23])[CH:19]=3)=[CH:13][CH:14]=2)[C:5]([C:28]([F:31])([F:30])[F:29])=[CH:4][N:3]=1.[NH2:32][C:33]1[CH:47]=[CH:46][C:36]([CH2:37][P:38](=[O:45])([O:42][CH2:43][CH3:44])[O:39][CH2:40][CH3:41])=[CH:35][C:34]=1[O:48][CH3:49].CC1(C)C2C(=C(P(C3C=CC=CC=3)C3C=CC=CC=3)C=CC=2)OC2C(P(C3C=CC=CC=3)C3C=CC=CC=3)=CC=CC1=2.C([O-])([O-])=O.[Cs+].[Cs+]. The catalyst is O1CCOCC1.O. The product is [OH:23][CH2:22][CH2:21][CH2:20][N:18]1[CH:19]=[C:15]([C:12]2[N:11]=[C:10]([C:24](=[O:25])[NH:26][CH3:27])[C:9]([NH:8][C:6]3[C:5]([C:28]([F:31])([F:30])[F:29])=[CH:4][N:3]=[C:2]([NH:32][C:33]4[CH:47]=[CH:46][C:36]([CH2:37][P:38](=[O:45])([O:42][CH2:43][CH3:44])[O:39][CH2:40][CH3:41])=[CH:35][C:34]=4[O:48][CH3:49])[CH:7]=3)=[CH:14][CH:13]=2)[CH:16]=[N:17]1. The yield is 0.110.